Dataset: Catalyst prediction with 721,799 reactions and 888 catalyst types from USPTO. Task: Predict which catalyst facilitates the given reaction. (1) Reactant: [Br:1][C:2]1[CH:3]=[C:4]([O:12][CH2:13][C:14]2[CH:19]=[CH:18][CH:17]=[CH:16][CH:15]=2)[C:5]2[N:9]=[C:8]([CH3:10])[NH:7][C:6]=2[CH:11]=1.[H-].[Na+].[CH3:22][C:23]1[CH:28]=[CH:27][C:26]([S:29](Cl)(=[O:31])=[O:30])=[CH:25][CH:24]=1. Product: [Br:1][C:2]1[CH:3]=[C:4]([O:12][CH2:13][C:14]2[CH:19]=[CH:18][CH:17]=[CH:16][CH:15]=2)[C:5]2[N:9]=[C:8]([CH3:10])[N:7]([S:29]([C:26]3[CH:27]=[CH:28][C:23]([CH3:22])=[CH:24][CH:25]=3)(=[O:31])=[O:30])[C:6]=2[CH:11]=1. The catalyst class is: 9. (2) Reactant: [N:1]1[N:2]([C:6]2[CH:29]=[CH:28][CH:27]=[CH:26][C:7]=2[C:8]([N:10]2[C@H:15]([CH3:16])[CH2:14][CH2:13][C@@H:12]([O:17][C:18]3[N:25]=[CH:24][CH:23]=[CH:22][C:19]=3[CH:20]=[O:21])[CH2:11]2)=[O:9])[N:3]=[CH:4][CH:5]=1.[F:30][C:31]([Si](C)(C)C)([F:33])[F:32].[F-].C([N+](CCCC)(CCCC)CCCC)CCC. Product: [F:30][C:31]([F:33])([F:32])[C@@H:20]([C:19]1[C:18]([O:17][C@@H:12]2[CH2:13][CH2:14][C@@H:15]([CH3:16])[N:10]([C:8]([C:7]3[CH:26]=[CH:27][CH:28]=[CH:29][C:6]=3[N:2]3[N:3]=[CH:4][CH:5]=[N:1]3)=[O:9])[CH2:11]2)=[N:25][CH:24]=[CH:23][CH:22]=1)[OH:21]. The catalyst class is: 1. (3) Reactant: [CH3:1][C:2]1[CH:3]=[C:4]([C:24]2[CH:29]=[CH:28][CH:27]=[C:26]([C:30]([F:33])([F:32])[F:31])[CH:25]=2)[C:5]([C:21]([OH:23])=O)=[N:6][C:7]=1[C:8]([N:10]1[CH2:15][CH2:14][CH:13]([N:16]2[CH2:20][CH2:19][CH2:18][CH2:17]2)[CH2:12][CH2:11]1)=[O:9].[NH2:34][C:35]1[CH:36]=[N:37][CH:38]=[CH:39][CH:40]=1.CCN(CC)CC.CN(C(ON1N=NC2C=CC=NC1=2)=[N+](C)C)C.F[P-](F)(F)(F)(F)F. Product: [N:37]1[CH:38]=[CH:39][CH:40]=[C:35]([NH:34][C:21]([C:5]2[C:4]([C:24]3[CH:29]=[CH:28][CH:27]=[C:26]([C:30]([F:32])([F:31])[F:33])[CH:25]=3)=[CH:3][C:2]([CH3:1])=[C:7]([C:8]([N:10]3[CH2:15][CH2:14][CH:13]([N:16]4[CH2:20][CH2:19][CH2:18][CH2:17]4)[CH2:12][CH2:11]3)=[O:9])[N:6]=2)=[O:23])[CH:36]=1. The catalyst class is: 3. (4) Reactant: C1(C(=[N:14][CH:15]([C@H:21]([CH2:29][O:30][CH3:31])[CH2:22][CH:23]([CH3:28])[CH2:24][CH2:25][CH:26]=[CH2:27])[C:16]([O:18][CH2:19][CH3:20])=[O:17])C2C=CC=CC=2)C=CC=CC=1.Cl. Product: [NH2:14][CH:15]([C@H:21]([CH2:29][O:30][CH3:31])[CH2:22][CH:23]([CH3:28])[CH2:24][CH2:25][CH:26]=[CH2:27])[C:16]([O:18][CH2:19][CH3:20])=[O:17]. The catalyst class is: 27. (5) Reactant: [CH3:1][O:2][C:3]1[CH:8]=[C:7](Br)[C:6]([F:10])=[CH:5][C:4]=1[N+:11]([O-:13])=[O:12].O.[CH2:15](O)[CH2:16]C. Product: [CH3:1][O:2][C:3]1[CH:8]=[C:7]([CH:15]=[CH2:16])[C:6]([F:10])=[CH:5][C:4]=1[N+:11]([O-:13])=[O:12]. The catalyst class is: 140. (6) Reactant: Cl[CH:2]([C:7]([CH3:9])=[O:8])[C:3]([O:5][CH3:6])=[O:4].[CH3:10][O:11][C:12]1[CH:13]=[C:14]([SH:18])[CH:15]=[CH:16][CH:17]=1.C(=O)([O-])[O-].[Cs+].[Cs+]. Product: [CH3:6][O:5][C:3](=[O:4])[CH2:2][C:7](=[O:8])[CH2:9][S:18][C:14]1[CH:15]=[CH:16][CH:17]=[C:12]([O:11][CH3:10])[CH:13]=1. The catalyst class is: 10.